From a dataset of Full USPTO retrosynthesis dataset with 1.9M reactions from patents (1976-2016). Predict the reactants needed to synthesize the given product. (1) Given the product [Cl:8][C:3]1[C:2]([NH:1][C:11](=[O:12])[C:10]([F:21])([F:20])[F:9])=[CH:7][CH:6]=[CH:5][N:4]=1, predict the reactants needed to synthesize it. The reactants are: [NH2:1][C:2]1[C:3]([Cl:8])=[N:4][CH:5]=[CH:6][CH:7]=1.[F:9][C:10]([F:21])([F:20])[C:11](O[C:11](=[O:12])[C:10]([F:21])([F:20])[F:9])=[O:12]. (2) The reactants are: C([N:8]1[CH2:13][CH2:12][O:11][CH:10]([C:14]([C:24]2[CH:29]=[CH:28][CH:27]=[C:26]([F:30])[CH:25]=2)([OH:23])[CH2:15][C:16]2[CH:21]=[CH:20][CH:19]=[CH:18][C:17]=2[Cl:22])[CH2:9]1)C1C=CC=CC=1.CC(Cl)OC(Cl)=O. Given the product [ClH:22].[Cl:22][C:17]1[CH:18]=[CH:19][CH:20]=[CH:21][C:16]=1[CH2:15][C@:14]([C:24]1[CH:29]=[CH:28][CH:27]=[C:26]([F:30])[CH:25]=1)([C@@H:10]1[O:11][CH2:12][CH2:13][NH:8][CH2:9]1)[OH:23], predict the reactants needed to synthesize it. (3) The reactants are: [C:1]([NH:8][C@H:9]([C:18]([NH2:20])=[O:19])[CH2:10][C:11]1[CH:16]=[CH:15][C:14]([OH:17])=[CH:13][CH:12]=1)([O:3][C:4]([CH3:7])([CH3:6])[CH3:5])=[O:2].[C:21](OC(=O)C)(=[O:23])[CH3:22]. Given the product [C:4]([O:3][C:1]([NH:8][C@H:9]([C:18](=[O:19])[NH2:20])[CH2:10][C:11]1[CH:12]=[CH:13][C:14]([O:17][C:21](=[O:23])[CH3:22])=[CH:15][CH:16]=1)=[O:2])([CH3:5])([CH3:7])[CH3:6], predict the reactants needed to synthesize it. (4) Given the product [CH2:1]([O:3][C:4]1[CH:5]=[C:6]([CH:26]=[CH:27][CH:28]=1)[C:7]([C:8]1[C:17]2[C:12](=[CH:13][C:14]([O:20][CH2:21][CH2:22][Br:23])=[C:15]([O:18][CH3:19])[CH:16]=2)[C:11]([CH:24]=[O:25])=[CH:10][N:9]=1)=[O:30])[CH3:2], predict the reactants needed to synthesize it. The reactants are: [CH2:1]([O:3][C:4]1[CH:5]=[C:6]([CH:26]=[CH:27][CH:28]=1)[CH2:7][C:8]1[C:17]2[C:12](=[CH:13][C:14]([O:20][CH2:21][CH2:22][Br:23])=[C:15]([O:18][CH3:19])[CH:16]=2)[C:11]([CH:24]=[O:25])=[CH:10][N:9]=1)[CH3:2].[Se](=O)=[O:30].C(OCC)(=O)C.CCCCCC. (5) Given the product [Br:1][C:2]1[CH:3]=[C:4]([CH:11]=[CH:12][C:13]=1[O:14][CH:15]([CH3:17])[CH3:16])[C:5]([OH:7])=[O:6], predict the reactants needed to synthesize it. The reactants are: [Br:1][C:2]1[CH:3]=[C:4]([CH:11]=[CH:12][C:13]=1[O:14][CH:15]([CH3:17])[CH3:16])[C:5]([O:7]C(C)C)=[O:6].